From a dataset of Reaction yield outcomes from USPTO patents with 853,638 reactions. Predict the reaction yield, written as a fraction of the theoretical maximum amount of product (1.0 means a 100% yield; for example, 0.34 means a 34% yield). (1) The reactants are [F:1][C:2]([F:17])([F:16])[C:3]([C:5]1[C:13]2[C:8](=[CH:9][C:10]([O:14][CH3:15])=[CH:11][CH:12]=2)[NH:7][CH:6]=1)=[O:4].C(=O)([O-])[O-].[K+].[K+].I[CH:25]([CH3:27])[CH3:26]. The catalyst is CN(C)C=O. The product is [F:17][C:2]([F:1])([F:16])[C:3]([C:5]1[C:13]2[C:8](=[CH:9][C:10]([O:14][CH3:15])=[CH:11][CH:12]=2)[N:7]([CH:25]([CH3:27])[CH3:26])[CH:6]=1)=[O:4]. The yield is 0.850. (2) The product is [CH2:20]=[C:21]([C:26]([O:17][CH2:16][C:15]([F:19])([F:18])[F:14])([F:28])[F:27])[C:22]([F:25])([F:24])[F:23]. The reactants are C(N(CCCC)CCCC)CCC.[F:14][C:15]([F:19])([F:18])[CH2:16][OH:17].[CH2:20]=[C:21]([C:26](OS(F)(=O)=O)([F:28])[F:27])[C:22]([F:25])([F:24])[F:23]. The yield is 0.300. The catalyst is COCCOCCOC. (3) The reactants are [CH3:1][O:2][C:3](=[O:22])[C:4]1[C:9](Cl)=[CH:8][C:7]([CH3:11])=[N:6][C:5]=1[O:12][C:13]1[C:18]([CH3:19])=[CH:17][C:16]([Cl:20])=[CH:15][C:14]=1[CH3:21].[NH2:23][C@@H:24]([CH2:27][CH3:28])[CH2:25][OH:26]. The catalyst is CN1CCCC1=O.C(OCC)(=O)C. The product is [CH3:1][O:2][C:3](=[O:22])[C:4]1[C:9]([NH:23][CH:24]([CH2:25][OH:26])[CH2:27][CH3:28])=[CH:8][C:7]([CH3:11])=[N:6][C:5]=1[O:12][C:13]1[C:18]([CH3:19])=[CH:17][C:16]([Cl:20])=[CH:15][C:14]=1[CH3:21]. The yield is 0.640. (4) The reactants are [CH3:1][C:2]1[CH:10]=[CH:9][C:5]([C:6](O)=[O:7])=[CH:4][N:3]=1.Cl.[CH3:12][NH:13][O:14][CH3:15].Cl.C(N=C=NCCCN(C)C)C.ON1C2C=CC=CC=2N=N1. The catalyst is ClCCl.C(Cl)(Cl)Cl.O.C(N(CC)CC)C. The product is [CH3:15][O:14][N:13]([CH3:12])[C:6]([C:5]1[CH:4]=[N:3][C:2]([CH3:1])=[CH:10][CH:9]=1)=[O:7]. The yield is 0.670. (5) The reactants are C[Si](C)(C)[C:3]([F:6])([F:5])[F:4].[F-].[Cs+].C[C:12]([O:14][C:15](=[O:22])[C:16]1[CH:21]=[CH:20][CH:19]=[CH:18][CH:17]=1)=O.Cl.C1C[O:27][CH2:26]C1. No catalyst specified. The product is [F:4][C:3]([F:6])([F:5])[CH:26]([C:18]1[CH:17]=[C:16]([CH:21]=[CH:20][CH:19]=1)[C:15]([O:14][CH3:12])=[O:22])[OH:27]. The yield is 0.810.